This data is from Forward reaction prediction with 1.9M reactions from USPTO patents (1976-2016). The task is: Predict the product of the given reaction. (1) Given the reactants [N:1]1([C:7]([O:9][CH2:10][C:11]2[CH:16]=[CH:15][CH:14]=[CH:13][CH:12]=2)=[O:8])[CH2:6][CH2:5][NH:4][CH2:3][CH2:2]1.[CH3:17][C:18]1([CH3:27])[CH2:23][C:22](=O)[CH2:21][C:20]([CH3:26])([CH3:25])[NH:19]1.C(O[BH-](OC(=O)C)OC(=O)C)(=O)C.[Na+].C(=O)([O-])O.[Na+], predict the reaction product. The product is: [CH3:17][C:18]1([CH3:27])[CH2:23][CH:22]([N:4]2[CH2:5][CH2:6][N:1]([C:7]([O:9][CH2:10][C:11]3[CH:16]=[CH:15][CH:14]=[CH:13][CH:12]=3)=[O:8])[CH2:2][CH2:3]2)[CH2:21][C:20]([CH3:26])([CH3:25])[NH:19]1. (2) Given the reactants [CH2:1]([N:3]1[C:7]2=[N:8][C:9]([CH2:32][CH3:33])=[C:10]([CH2:19][NH:20][C:21]([C:23]3[N:28]=[C:27]([C:29](O)=[O:30])[CH:26]=[CH:25][CH:24]=3)=[O:22])[C:11]([NH:12][CH:13]3[CH2:18][CH2:17][O:16][CH2:15][CH2:14]3)=[C:6]2[CH:5]=[N:4]1)[CH3:2].CCN(C(C)C)C(C)C.CN(C(ON1N=NC2C=CC=CC1=2)=[N+](C)C)C.[B-](F)(F)(F)F.Cl.[Br:66][C:67]1[CH:68]=[C:69]([CH2:74][NH2:75])[CH:70]=[CH:71][C:72]=1[CH3:73], predict the reaction product. The product is: [Br:66][C:67]1[CH:68]=[C:69]([CH2:74][NH:75][C:29]([C:27]2[CH:26]=[CH:25][CH:24]=[C:23]([C:21]([NH:20][CH2:19][C:10]3[C:11]([NH:12][CH:13]4[CH2:18][CH2:17][O:16][CH2:15][CH2:14]4)=[C:6]4[CH:5]=[N:4][N:3]([CH2:1][CH3:2])[C:7]4=[N:8][C:9]=3[CH2:32][CH3:33])=[O:22])[N:28]=2)=[O:30])[CH:70]=[CH:71][C:72]=1[CH3:73]. (3) Given the reactants Cl[C:2]1[C:11]2[C:6](=[CH:7][CH:8]=[CH:9][CH:10]=2)[CH:5]=[C:4]([NH:12][C:13]2[CH:17]=[CH:16][NH:15][N:14]=2)[N:3]=1.[S:18]1[CH:22]=[CH:21][C:20](B(O)O)=[CH:19]1, predict the reaction product. The product is: [NH:15]1[CH:16]=[CH:17][C:13]([NH:12][C:4]2[N:3]=[C:2]([C:20]3[CH:21]=[CH:22][S:18][CH:19]=3)[C:11]3[C:6]([CH:5]=2)=[CH:7][CH:8]=[CH:9][CH:10]=3)=[N:14]1. (4) Given the reactants [F:1][C:2]1[CH:7]=[CH:6][C:5]([C:8]2[N:12]([CH2:13][CH:14]([OH:17])[CH2:15][CH3:16])[N:11]=[C:10]([CH3:18])[C:9]=2[C:19]2[CH:20]=[CH:21][C:22]3[O:27][CH2:26][C:25](=[O:28])[NH:24][C:23]=3[CH:29]=2)=[CH:4][CH:3]=1.S(=O)(=O)=O.N1C=CC=CC=1, predict the reaction product. The product is: [F:1][C:2]1[CH:3]=[CH:4][C:5]([C:8]2[N:12]([CH2:13][C:14](=[O:17])[CH2:15][CH3:16])[N:11]=[C:10]([CH3:18])[C:9]=2[C:19]2[CH:20]=[CH:21][C:22]3[O:27][CH2:26][C:25](=[O:28])[NH:24][C:23]=3[CH:29]=2)=[CH:6][CH:7]=1. (5) Given the reactants O.O[C:3]1[C:11]2[N:10]=N[NH:8][C:7]=2[CH:6]=[CH:5][CH:4]=1.C(SCC(O[C:20]1[C:25](F)=C(F)C(F)=C(F)[C:21]=1F)=O)(=O)C.F[C:32](F)(F)C(O)=O, predict the reaction product. The product is: [N:8]1[CH:7]=[C:6]([CH:5]2[CH2:4][CH2:3][CH2:11][N:10]2[CH3:32])[CH:25]=[CH:20][CH:21]=1.